Dataset: Reaction yield outcomes from USPTO patents with 853,638 reactions. Task: Predict the reaction yield, written as a fraction of the theoretical maximum amount of product (1.0 means a 100% yield; for example, 0.34 means a 34% yield). (1) The product is [C:40]([C:42]1[CH:50]=[CH:49][C:45]([C:46]([O:1][CH:2]2[CH2:20][CH:19]3[N:4]([C:5](=[O:39])[CH:6]([NH:31][C:32]([O:34][C:35]([CH3:36])([CH3:38])[CH3:37])=[O:33])[CH2:7][CH2:8][CH2:9][CH2:10][CH2:11][CH:12]=[CH:13][CH:14]4[C:16]([C:22]([NH:24][S:25]([CH:28]5[CH2:30][CH2:29]5)(=[O:27])=[O:26])=[O:23])([NH:17][C:18]3=[O:21])[CH2:15]4)[CH2:3]2)=[O:47])=[CH:44][CH:43]=1)#[N:41]. The reactants are [OH:1][CH:2]1[CH2:20][CH:19]2[N:4]([C:5](=[O:39])[CH:6]([NH:31][C:32]([O:34][C:35]([CH3:38])([CH3:37])[CH3:36])=[O:33])[CH2:7][CH2:8][CH2:9][CH2:10][CH2:11][CH:12]=[CH:13][CH:14]3[C:16]([C:22]([NH:24][S:25]([CH:28]4[CH2:30][CH2:29]4)(=[O:27])=[O:26])=[O:23])([NH:17][C:18]2=[O:21])[CH2:15]3)[CH2:3]1.[C:40]([C:42]1[CH:50]=[CH:49][C:45]([C:46](Cl)=[O:47])=[CH:44][CH:43]=1)#[N:41]. The yield is 0.370. No catalyst specified. (2) The reactants are [Cl:1][C:2]1[CH:3]=[CH:4][C:5]([C:8]([NH:10][C:11]2[CH:12]=[CH:13][C:14]3[CH2:20][CH2:19][CH2:18][C:17]([C:21](OC)=[O:22])=[C:16]([CH3:25])[C:15]=3[CH:26]=2)=[O:9])=[N:6][CH:7]=1.CC(C[AlH]CC(C)C)C.C1COCC1. The catalyst is C1COCC1.[Cl-].[Na+].O. The product is [Cl:1][C:2]1[CH:3]=[CH:4][C:5]([C:8]([NH:10][C:11]2[CH:12]=[CH:13][C:14]3[CH2:20][CH2:19][CH2:18][C:17]([CH2:21][OH:22])=[C:16]([CH3:25])[C:15]=3[CH:26]=2)=[O:9])=[N:6][CH:7]=1. The yield is 0.376. (3) The reactants are [O:1]=[C:2]1[C:10]2[C:5](=[CH:6][CH:7]=[CH:8][CH:9]=2)C(=O)[N:3]1[CH2:12][C:13]1[C:22]2[C:17](=[CH:18][CH:19]=[CH:20][CH:21]=2)[C:16]([CH:23]=O)=[CH:15][CH:14]=1.[C:25]([O-:28])([O-])=O.[K+].[K+].O1CCOC[CH2:32]1. The catalyst is [Br-].C[P+](C1C=CC=CC=1)(C1C=CC=CC=1)C1C=CC=CC=1. The product is [CH:23]([C:16]1[C:17]2[C:22](=[CH:21][CH:20]=[CH:19][CH:18]=2)[C:13]([CH2:12][N:3]2[C:2](=[O:1])[C:10]3[C:5](=[CH:6][CH:7]=[CH:8][CH:9]=3)[C:25]2=[O:28])=[CH:14][CH:15]=1)=[CH2:32]. The yield is 0.670.